This data is from Peptide-MHC class II binding affinity with 134,281 pairs from IEDB. The task is: Regression. Given a peptide amino acid sequence and an MHC pseudo amino acid sequence, predict their binding affinity value. This is MHC class II binding data. The peptide sequence is TSSDDQITLIKTPSL. The MHC is DRB3_0101 with pseudo-sequence DRB3_0101. The binding affinity (normalized) is 0.195.